The task is: Predict the product of the given reaction.. This data is from Forward reaction prediction with 1.9M reactions from USPTO patents (1976-2016). (1) The product is: [CH3:3][CH:2]([N:4]1[C:8]2[N:9]=[C:10]([C:16]3[CH:17]=[CH:18][N:19]=[CH:20][CH:21]=3)[CH:11]=[C:12]([C:13]([NH:22][CH2:23][C:24]3[C:25](=[O:34])[NH:26][C:27]([CH3:33])=[CH:28][C:29]=3[CH:30]([CH3:31])[CH3:32])=[O:14])[C:7]=2[CH:6]=[N:5]1)[CH3:1]. Given the reactants [CH3:1][CH:2]([N:4]1[C:8]2[N:9]=[C:10]([C:16]3[CH:21]=[CH:20][N:19]=[CH:18][CH:17]=3)[CH:11]=[C:12]([C:13](O)=[O:14])[C:7]=2[CH:6]=[N:5]1)[CH3:3].[NH2:22][CH2:23][C:24]1[C:25](=[O:34])[NH:26][C:27]([CH3:33])=[CH:28][C:29]=1[CH:30]([CH3:32])[CH3:31].C(O)(C(F)(F)F)=O.C1C=NC2N(O)N=NC=2C=1.C(Cl)CCl.CN1CCOCC1, predict the reaction product. (2) Given the reactants [S:1]1[CH:5]=[CH:4][C:3]2[CH:6]=[CH:7][CH:8]=[C:9]([C:10]3[CH:15]=[CH:14][N:13]=[C:12]([Cl:16])[CH:11]=3)[C:2]1=2.C(OB(OC(C)C)OC(C)C)(C)C.C([N-]C(C)C)(C)C.[Li+].[Cl:38][C:39]1[N:44]=[C:43](Cl)[CH:42]=[CH:41][N:40]=1.ClCCl.C(=O)([O-])[O-].[Na+].[Na+], predict the reaction product. The product is: [Cl:38][C:39]1[N:44]=[C:43]([C:5]2[S:1][C:2]3[C:9]([C:10]4[CH:15]=[CH:14][N:13]=[C:12]([Cl:16])[CH:11]=4)=[CH:8][CH:7]=[CH:6][C:3]=3[CH:4]=2)[CH:42]=[CH:41][N:40]=1. (3) Given the reactants [NH2:1][C:2]1[CH:3]=[CH:4][C:5]2[N:10]([CH3:11])[C:9](=[O:12])[O:8][C:7]([CH2:15][CH3:16])([CH2:13][CH3:14])[C:6]=2[CH:17]=1.[F:18][C:19]1[CH:20]=[C:21](B(O)O)[CH:22]=[C:23]([F:25])[CH:24]=1, predict the reaction product. The product is: [F:18][C:19]1[CH:20]=[C:21]([NH:1][C:2]2[CH:3]=[CH:4][C:5]3[N:10]([CH3:11])[C:9](=[O:12])[O:8][C:7]([CH2:15][CH3:16])([CH2:13][CH3:14])[C:6]=3[CH:17]=2)[CH:22]=[C:23]([F:25])[CH:24]=1. (4) Given the reactants [CH:1]([OH:14])([C:8]1[CH:13]=[CH:12][CH:11]=[CH:10][CH:9]=1)[C:2]1[CH:7]=[CH:6][CH:5]=[CH:4][CH:3]=1.O.C1(C)C=CC(S(O)(=O)=O)=CC=1.O[CH:28]1[CH2:33][CH2:32][NH:31][CH2:30][CH2:29]1, predict the reaction product. The product is: [CH:1]([O:14][CH:28]1[CH2:33][CH2:32][NH:31][CH2:30][CH2:29]1)([C:8]1[CH:9]=[CH:10][CH:11]=[CH:12][CH:13]=1)[C:2]1[CH:7]=[CH:6][CH:5]=[CH:4][CH:3]=1. (5) Given the reactants CO[C:3](=[O:17])[C:4]1[C:9]([C:10]([F:13])([F:12])[F:11])=[CH:8][C:7]([Cl:14])=[CH:6][C:5]=1[CH2:15]Br.[F:18][C:19]([F:30])([F:29])[O:20][C:21]1[CH:28]=[CH:27][C:24]([CH2:25][NH2:26])=[CH:23][CH:22]=1.C([O-])([O-])=O.[K+].[K+].C(OCC)(=O)C, predict the reaction product. The product is: [Cl:14][C:7]1[CH:6]=[C:5]2[C:4](=[C:9]([C:10]([F:11])([F:12])[F:13])[CH:8]=1)[C:3](=[O:17])[N:26]([CH2:25][C:24]1[CH:27]=[CH:28][C:21]([O:20][C:19]([F:18])([F:29])[F:30])=[CH:22][CH:23]=1)[CH2:15]2. (6) Given the reactants [CH3:1][NH:2][C:3]1[C:4]([NH2:12])=[CH:5][C:6]([N+:9]([O-:11])=[O:10])=[CH:7][CH:8]=1.[CH:13](OC)(OC)OC.[C:20]([OH:26])([C:22]([F:25])([F:24])[F:23])=[O:21], predict the reaction product. The product is: [CH3:1][N:2]1[C:3]2[CH:8]=[CH:7][C:6]([N+:9]([O-:11])=[O:10])=[CH:5][C:4]=2[N:12]=[CH:13]1.[C:20]([OH:26])([C:22]([F:25])([F:24])[F:23])=[O:21].